Dataset: Full USPTO retrosynthesis dataset with 1.9M reactions from patents (1976-2016). Task: Predict the reactants needed to synthesize the given product. (1) The reactants are: Cl[C:2]1[C:11]2[C:6](=[CH:7][CH:8]=[C:9]([N+:12]([O-:14])=[O:13])[CH:10]=2)[N:5]=[C:4]([CH3:15])[N:3]=1.C[C:17]1NC(=O)[C:24]2[C:19](=[CH:20][CH:21]=[C:22]([N+]([O-])=O)[CH:23]=2)[N:18]=1.C(N(C(C)C)CC)(C)C.P(Cl)(Cl)(Cl)=O.[C:45]([O-])(O)=[O:46].[Na+]. Given the product [CH3:45][O:46][C:22]1[CH:21]=[CH:20][C:19]([N:18]([C:2]2[C:11]3[C:6](=[CH:7][CH:8]=[C:9]([N+:12]([O-:14])=[O:13])[CH:10]=3)[N:5]=[C:4]([CH3:15])[N:3]=2)[CH3:17])=[CH:24][CH:23]=1, predict the reactants needed to synthesize it. (2) Given the product [CH:1]1([CH2:6][CH:7]([N:11]2[C:16](=[O:17])[CH:15]=[C:14]([O:18][C:19]3[CH:24]=[CH:23][CH:22]=[CH:21][C:20]=3[N:25]3[CH2:30][CH2:29][CH2:28][CH2:27][CH2:26]3)[CH:13]=[N:12]2)[C:8]([NH:31][C:32]2[CH:36]=[CH:35][N:34]([CH2:37][C:38]([OH:40])([CH3:39])[CH3:41])[N:33]=2)=[O:10])[CH2:5][CH2:4][CH2:3][CH2:2]1, predict the reactants needed to synthesize it. The reactants are: [CH:1]1([CH2:6][CH:7]([N:11]2[C:16](=[O:17])[CH:15]=[C:14]([O:18][C:19]3[CH:24]=[CH:23][CH:22]=[CH:21][C:20]=3[N:25]3[CH2:30][CH2:29][CH2:28][CH2:27][CH2:26]3)[CH:13]=[N:12]2)[C:8]([OH:10])=O)[CH2:5][CH2:4][CH2:3][CH2:2]1.[NH2:31][C:32]1[CH:36]=[CH:35][N:34]([CH2:37][C:38]([CH3:41])([OH:40])[CH3:39])[N:33]=1. (3) Given the product [CH2:16]([N:13]1[CH2:14][CH2:15][N:10]([CH2:8][C:6]2[CH:7]=[C:2]([NH2:1])[CH:3]=[CH:4][C:5]=2[C:18]([F:19])([F:21])[F:20])[CH2:11][CH2:12]1)[CH3:17], predict the reactants needed to synthesize it. The reactants are: [NH2:1][C:2]1[CH:3]=[CH:4][C:5]([C:18]([F:21])([F:20])[F:19])=[C:6]([C:8]([N:10]2[CH2:15][CH2:14][N:13]([CH2:16][CH3:17])[CH2:12][CH2:11]2)=O)[CH:7]=1.B.C1COCC1. (4) Given the product [CH2:35]([O:34][P:27]([C:5]1[CH:6]=[C:2]([C:7]2[S:8][C:9]([C:24]3[S:23][CH:22]=[CH:26][CH:25]=3)=[CH:10][CH:11]=2)[S:3][C:4]=1[C:24]1[S:23][C:22]([C:20]2[S:21][C:17]([C:20]3[S:21][CH:17]=[CH:18][CH:19]=3)=[CH:18][CH:19]=2)=[C:26]([P:27]([O:29][CH2:30][CH2:31][CH2:32][CH3:33])([O:34][CH2:35][CH2:36][CH2:37][CH3:38])=[O:28])[CH:25]=1)([O:29][CH2:30][CH2:31][CH2:32][CH3:33])=[O:28])[CH2:36][CH2:37][CH3:38], predict the reactants needed to synthesize it. The reactants are: I[C:2]1([C:7]2[S:8][CH:9]=[CH:10][CH:11]=2)[CH2:6][CH:5]=[CH:4][S:3]1.C([Sn](CCCC)(CCCC)[C:17]1[S:21][C:20]([C:22]2[S:23][C:24]([Sn](CCCC)(CCCC)CCCC)=[CH:25][C:26]=2[P:27]([O:34][CH2:35][CH2:36][CH2:37][CH3:38])([O:29][CH2:30][CH2:31][CH2:32][CH3:33])=[O:28])=[CH:19][C:18]=1P(OCCCC)(OCCCC)=O)CCC.[Cu]C#N.[F-].[K+].